Dataset: Reaction yield outcomes from USPTO patents with 853,638 reactions. Task: Predict the reaction yield, written as a fraction of the theoretical maximum amount of product (1.0 means a 100% yield; for example, 0.34 means a 34% yield). (1) The reactants are [CH2:1](I)[CH3:2].C(=O)([O-])[O-].[K+].[K+].[CH3:10][O:11][C:12]1[CH:13]=[C:14]([C:20]2[S:21][CH:22]=[C:23]([CH2:25][C:26](=[O:36])[CH2:27][C:28]3[CH:33]=[CH:32][C:31]([OH:34])=[C:30]([OH:35])[CH:29]=3)[N:24]=2)[CH:15]=[CH:16][C:17]=1[O:18][CH3:19].[C:37](OCC)(=O)[CH3:38]. The catalyst is CN(C=O)C. The product is [CH3:10][O:11][C:12]1[CH:13]=[C:14]([C:20]2[S:21][CH:22]=[C:23]([CH2:25][C:26](=[O:36])[CH2:27][C:28]3[CH:33]=[CH:32][C:31]([O:34][CH2:37][CH3:38])=[C:30]([O:35][CH2:1][CH3:2])[CH:29]=3)[N:24]=2)[CH:15]=[CH:16][C:17]=1[O:18][CH3:19]. The yield is 0.440. (2) The reactants are COC1C=CC(C[N:8](CC2C=CC(OC)=CC=2)[S:9]([C:12]2[CH:17]=[CH:16][C:15]([O:18][C:19]3[CH:24]=[C:23]([C:25]4[NH:26][C:27]([C:30]5[O:31][C@@H:32]([CH3:35])[CH2:33][N:34]=5)=[CH:28][CH:29]=4)[CH:22]=[C:21]([O:36][C@@H:37]([CH3:41])[CH2:38][O:39][CH3:40])[CH:20]=3)=[CH:14][N:13]=2)(=[O:11])=[O:10])=CC=1. The catalyst is FC(F)(F)C(O)=O. The product is [CH3:40][O:39][CH2:38][C@H:37]([CH3:41])[O:36][C:21]1[CH:20]=[C:19]([CH:24]=[C:23]([C:25]2[NH:26][C:27]([C:30]3[O:31][C@@H:32]([CH3:35])[CH2:33][N:34]=3)=[CH:28][CH:29]=2)[CH:22]=1)[O:18][C:15]1[CH:16]=[CH:17][C:12]([S:9]([NH2:8])(=[O:10])=[O:11])=[N:13][CH:14]=1. The yield is 0.990. (3) The reactants are C(N(CC)CC)C.Br[C:9]1[CH:10]=[C:11]([C@:15]([C@@H:23]2[CH2:28][CH2:27][CH2:26][N:25]([C:29]([NH:31][C@H:32]([CH2:40][N:41]([CH3:51])[C:42]([O:44][CH2:45][CH2:46][Si:47]([CH3:50])([CH3:49])[CH3:48])=[O:43])[CH2:33][CH:34]3[CH2:39][CH2:38][CH2:37][CH2:36][CH2:35]3)=[O:30])[CH2:24]2)([OH:22])[CH2:16][CH2:17][CH2:18][CH2:19][O:20][CH3:21])[CH:12]=[CH:13][CH:14]=1.[C]=O. The catalyst is C1C=CC(P(C2C=CC=CC=2)[C-]2C=CC=C2)=CC=1.C1C=CC(P(C2C=CC=CC=2)[C-]2C=CC=C2)=CC=1.Cl[Pd]Cl.[Fe+2].C1C=CC([P]([Pd]([P](C2C=CC=CC=2)(C2C=CC=CC=2)C2C=CC=CC=2)([P](C2C=CC=CC=2)(C2C=CC=CC=2)C2C=CC=CC=2)[P](C2C=CC=CC=2)(C2C=CC=CC=2)C2C=CC=CC=2)(C2C=CC=CC=2)C2C=CC=CC=2)=CC=1.CN(C=O)C.CO. The product is [CH:34]1([CH2:33][C@H:32]([NH:31][C:29]([N:25]2[CH2:26][CH2:27][CH2:28][C@@H:23]([C@@:15]([C:11]3[CH:10]=[C:9]([CH:14]=[CH:13][CH:12]=3)[C:42]([O:44][CH3:45])=[O:43])([OH:22])[CH2:16][CH2:17][CH2:18][CH2:19][O:20][CH3:21])[CH2:24]2)=[O:30])[CH2:40][N:41]([CH3:51])[C:42]([O:44][CH2:45][CH2:46][Si:47]([CH3:48])([CH3:50])[CH3:49])=[O:43])[CH2:39][CH2:38][CH2:37][CH2:36][CH2:35]1. The yield is 0.270. (4) The reactants are [C:1]([C:4]1[S:5][CH:6]=[CH:7][CH:8]=1)(=[O:3])[CH3:2].[Al+3].[Cl-:10].[Cl-].[Cl-].ClCl.Cl. The catalyst is C(Cl)(Cl)Cl. The product is [Cl:10][C:7]1[CH:8]=[C:4]([C:1](=[O:3])[CH3:2])[S:5][CH:6]=1. The yield is 0.800.